Task: Regression. Given two drug SMILES strings and cell line genomic features, predict the synergy score measuring deviation from expected non-interaction effect.. Dataset: NCI-60 drug combinations with 297,098 pairs across 59 cell lines Drug 1: CC1OCC2C(O1)C(C(C(O2)OC3C4COC(=O)C4C(C5=CC6=C(C=C35)OCO6)C7=CC(=C(C(=C7)OC)O)OC)O)O. Drug 2: CC1=C(C(CCC1)(C)C)C=CC(=CC=CC(=CC(=O)O)C)C. Cell line: SNB-75. Synergy scores: CSS=10.8, Synergy_ZIP=-5.85, Synergy_Bliss=-0.964, Synergy_Loewe=0.799, Synergy_HSA=1.27.